Dataset: Full USPTO retrosynthesis dataset with 1.9M reactions from patents (1976-2016). Task: Predict the reactants needed to synthesize the given product. (1) The reactants are: [H-].[Na+].[C:3]([CH2:5]P(OCC)(=O)OCC)#[N:4].[CH2:14]1[CH2:18][O:17][C:16]2[CH:19]=[CH:20][C:21]3[CH2:22][CH2:23][C:24](=O)[C:25]=3[C:15]1=2.CO. Given the product [CH2:14]1[CH2:18][O:17][C:16]2[CH:19]=[CH:20][C:21]3[CH2:22][CH2:23]/[C:24](=[CH:5]\[C:3]#[N:4])/[C:25]=3[C:15]1=2, predict the reactants needed to synthesize it. (2) Given the product [CH:42]([N:45]1[CH2:50][CH2:49][CH:48]([NH:51][C:28]([NH:26][C:21]2[CH:22]=[C:23]3[C:18](=[CH:19][CH:20]=2)[N:17]=[C:16]([NH:15][CH:12]2[C:11]4[C:6]([O:5][CH2:4][CH2:3][O:2][CH3:1])=[CH:7][CH:8]=[CH:9][C:10]=4[O:14][CH2:13]2)[CH:25]=[CH:24]3)=[O:29])[CH2:47][CH2:46]1)([CH3:44])[CH3:43], predict the reactants needed to synthesize it. The reactants are: [CH3:1][O:2][CH2:3][CH2:4][O:5][C:6]1[C:11]2[CH:12]([NH:15][C:16]3[CH:25]=[CH:24][C:23]4[C:18](=[CH:19][CH:20]=[C:21]([NH2:26])[CH:22]=4)[N:17]=3)[CH2:13][O:14][C:10]=2[CH:9]=[CH:8][CH:7]=1.Cl[C:28](OC1C=CC([N+]([O-])=O)=CC=1)=[O:29].Cl.Cl.[CH:42]([N:45]1[CH2:50][CH2:49][CH:48]([NH2:51])[CH2:47][CH2:46]1)([CH3:44])[CH3:43]. (3) Given the product [NH2:1][C:2]1[N:18]=[CH:17][C:16]([C:30]2[S:31][C:27]([CH2:26][N:20]3[CH2:21][CH2:22][O:23][CH2:24][CH2:25]3)=[CH:28][CH:29]=2)=[CH:15][C:3]=1[C:4]([NH:6][C:7]1[CH:12]=[C:11]([CH3:13])[N:10]=[C:9]([CH3:14])[CH:8]=1)=[O:5], predict the reactants needed to synthesize it. The reactants are: [NH2:1][C:2]1[N:18]=[CH:17][C:16](Br)=[CH:15][C:3]=1[C:4]([NH:6][C:7]1[CH:12]=[C:11]([CH3:13])[N:10]=[C:9]([CH3:14])[CH:8]=1)=[O:5].[N:20]1([CH2:26][C:27]2[S:31][C:30](B3OC(C)(C)C(C)(C)O3)=[CH:29][CH:28]=2)[CH2:25][CH2:24][O:23][CH2:22][CH2:21]1. (4) The reactants are: I[CH2:2][CH2:3][C:4]([C:7]([O:10][C:11]([C:14]([S:17]([F:20])(=[O:19])=[O:18])([F:16])[F:15])([F:13])[F:12])([F:9])[F:8])([F:6])[F:5].N(CC)(CC)CC.OS(O)(=O)=O. Given the product [CH2:2]=[CH:3][C:4]([C:7]([O:10][C:11]([C:14]([S:17]([F:20])(=[O:19])=[O:18])([F:15])[F:16])([F:12])[F:13])([F:9])[F:8])([F:6])[F:5], predict the reactants needed to synthesize it. (5) Given the product [F:1][C:2]1[CH:7]=[C:6]([CH:8]2[CH2:12][CH2:11][O:10][CH2:9]2)[C:5]([O:13][CH2:16][C:17]([O:19][CH3:20])=[O:18])=[C:4]([CH3:14])[CH:3]=1, predict the reactants needed to synthesize it. The reactants are: [F:1][C:2]1[CH:7]=[C:6]([CH:8]2[CH2:12][CH2:11][O:10][CH2:9]2)[C:5]([OH:13])=[C:4]([CH3:14])[CH:3]=1.Br[CH2:16][C:17]([O:19][CH3:20])=[O:18].C(=O)([O-])[O-].[Cs+].[Cs+].C(=O)([O-])O.[Na+]. (6) Given the product [CH3:3][NH:14][C:15]1[CH:16]=[CH:17][C:18]2[N:19]([N:21]=[C:22]([C:35]3[CH:36]=[CH:37][CH:38]=[CH:39][CH:40]=3)[C:23]=2[CH2:24][C:25]2[N:30]=[C:29]([C:31]([O:33][CH3:34])=[O:32])[CH:28]=[CH:27][CH:26]=2)[CH:20]=1, predict the reactants needed to synthesize it. The reactants are: CI.[C:3](=O)([O-])[O-].[Cs+].[Cs+].CN(C)C=O.[NH2:14][C:15]1[CH:16]=[CH:17][C:18]2[N:19]([N:21]=[C:22]([C:35]3[CH:40]=[CH:39][CH:38]=[CH:37][CH:36]=3)[C:23]=2[CH2:24][C:25]2[N:30]=[C:29]([C:31]([O:33][CH3:34])=[O:32])[CH:28]=[CH:27][CH:26]=2)[CH:20]=1. (7) Given the product [CH2:22]([S:29]([NH:32][C:33]([CH:35]1[CH2:40][CH2:39][N:38]([C:2]2[C:12]([C:13]#[N:14])=[CH:11][C:5]([C:6]([O:8][CH2:9][CH3:10])=[O:7])=[C:4]([C:15]([F:21])([F:20])[C:16]([F:19])([F:18])[F:17])[N:3]=2)[CH2:37][CH2:36]1)=[O:34])(=[O:30])=[O:31])[C:23]1[CH:24]=[CH:25][CH:26]=[CH:27][CH:28]=1, predict the reactants needed to synthesize it. The reactants are: Cl[C:2]1[C:12]([C:13]#[N:14])=[CH:11][C:5]([C:6]([O:8][CH2:9][CH3:10])=[O:7])=[C:4]([C:15]([F:21])([F:20])[C:16]([F:19])([F:18])[F:17])[N:3]=1.[CH2:22]([S:29]([NH:32][C:33]([CH:35]1[CH2:40][CH2:39][NH:38][CH2:37][CH2:36]1)=[O:34])(=[O:31])=[O:30])[C:23]1[CH:28]=[CH:27][CH:26]=[CH:25][CH:24]=1.CCN(C(C)C)C(C)C.C([O-])(O)=O.[Na+].